Dataset: NCI-60 drug combinations with 297,098 pairs across 59 cell lines. Task: Regression. Given two drug SMILES strings and cell line genomic features, predict the synergy score measuring deviation from expected non-interaction effect. (1) Drug 1: CNC(=O)C1=CC=CC=C1SC2=CC3=C(C=C2)C(=NN3)C=CC4=CC=CC=N4. Drug 2: CNC(=O)C1=NC=CC(=C1)OC2=CC=C(C=C2)NC(=O)NC3=CC(=C(C=C3)Cl)C(F)(F)F. Cell line: HS 578T. Synergy scores: CSS=8.75, Synergy_ZIP=-6.54, Synergy_Bliss=-8.90, Synergy_Loewe=-13.4, Synergy_HSA=-12.2. (2) Drug 1: C1CCC(C1)C(CC#N)N2C=C(C=N2)C3=C4C=CNC4=NC=N3. Drug 2: C1=NC2=C(N1)C(=S)N=CN2. Cell line: 786-0. Synergy scores: CSS=5.31, Synergy_ZIP=-14.5, Synergy_Bliss=-26.0, Synergy_Loewe=-52.7, Synergy_HSA=-26.4. (3) Drug 1: C1=C(C(=O)NC(=O)N1)F. Drug 2: CC=C1C(=O)NC(C(=O)OC2CC(=O)NC(C(=O)NC(CSSCCC=C2)C(=O)N1)C(C)C)C(C)C. Cell line: UO-31. Synergy scores: CSS=29.4, Synergy_ZIP=-0.402, Synergy_Bliss=-1.05, Synergy_Loewe=0.0378, Synergy_HSA=0.0447.